From a dataset of Full USPTO retrosynthesis dataset with 1.9M reactions from patents (1976-2016). Predict the reactants needed to synthesize the given product. (1) Given the product [O:43]=[C:33]1[C:32]([NH:44][C@@H:45]([C:50]2[CH:49]=[CH:48][CH:47]=[CH:2][CH:1]=2)[CH3:46])=[CH:31][C@@H:30]([C:26]2[CH:27]=[CH:28][CH:29]=[C:24]([O:23][C:15]([F:14])([F:19])[F:20])[CH:25]=2)[N:34]1[C:35]1[CH:42]=[CH:41][C:38]([C:39]#[N:40])=[CH:37][CH:36]=1, predict the reactants needed to synthesize it. The reactants are: [C:1](O)(=O)[CH3:2].COC1CCC(OC)O1.[F:14][C:15]([F:20])([F:19])C(O)=O.FC(F)(F)[O:23][C:24]1[CH:25]=[C:26]([CH:30]2[N:34]([C:35]3[CH:42]=[CH:41][C:38]([C:39]#[N:40])=[CH:37][CH:36]=3)[C:33](=[O:43])[C:32]([NH:44][C:45]3[CH:50]=[CH:49][C:48](C#N)=[CH:47][CH:46]=3)=[CH:31]2)[CH:27]=[CH:28][CH:29]=1.O=C1C(=O)CC(C2C=CC=C(OC(F)(F)F)C=2)N1C1C=CC(C#N)=CC=1.C[C@@H](N)C1C=CC=CC=1. (2) Given the product [C:28]1(=[O:35])[C:29]2[C:34](=[CH:33][CH:32]=[CH:31][CH:30]=2)[CH:25]=[N:26][NH:27]1, predict the reactants needed to synthesize it. The reactants are: ClC1C=C(Cl)C=CC=1SC(C)(C)C(N1CCN(C(C2C=C(C=CC=2F)C[C:25]2[C:34]3[C:29](=[CH:30][CH:31]=[CH:32][CH:33]=3)[C:28](=[O:35])[NH:27][N:26]=2)=O)CC1)=O.OOS([O-])=O.[K+].C(OCC)(=O)C. (3) Given the product [O:7]=[C:5]1[N:1]([CH2:19][C:14]2[CH:15]=[CH:16][CH:17]=[CH:18][N:13]=2)[C@H:2]([C:8]([OH:10])=[O:9])[CH2:3][CH2:4]1, predict the reactants needed to synthesize it. The reactants are: [NH2:1][C@@H:2]([C:8]([OH:10])=[O:9])[CH2:3][CH2:4][C:5]([OH:7])=O.[OH-].[Na+].[N:13]1[CH:18]=[CH:17][CH:16]=[CH:15][C:14]=1[CH:19]=O.[BH4-].[Na+]. (4) Given the product [ClH:62].[N:1]1[CH:6]=[CH:5][CH:4]=[C:3]([O:7][C:8]2[CH:9]=[CH:10][C:11]3[C:12]4[C:13](=[CH:24][NH:25][N:26]=4)[C:14](=[O:23])[N:15]([CH2:18][C:19]([F:20])([F:21])[F:22])[C:16]=3[CH:17]=2)[CH:2]=1, predict the reactants needed to synthesize it. The reactants are: [N:1]1[CH:6]=[CH:5][CH:4]=[C:3]([O:7][C:8]2[CH:9]=[CH:10][C:11]3[C:12]4[N:26](COCC[Si](C)(C)C)[N:25]=[CH:24][C:13]=4[C:14](=[O:23])[N:15]([CH2:18][C:19]([F:22])([F:21])[F:20])[C:16]=3[CH:17]=2)[CH:2]=1.FC(F)(F)CN1C2C3C=CC=CC=3NC(=O)C=2CN1COCC[Si](C)(C)C.[ClH:62]. (5) Given the product [F:14][C:3]1[C:2]([C:23]2[N:27]([CH3:28])[C:26]([C:29]#[N:30])=[CH:25][CH:24]=2)=[CH:10][CH:9]=[C:8]2[C:4]=1[C:5]1([CH2:13][CH2:12]1)[C:6](=[O:11])[NH:7]2, predict the reactants needed to synthesize it. The reactants are: Br[C:2]1[C:3]([F:14])=[C:4]2[C:8](=[CH:9][CH:10]=1)[NH:7][C:6](=[O:11])[C:5]12[CH2:13][CH2:12]1.O1CCNCCOB1[C:23]1[N:27]([CH3:28])[C:26]([C:29]#[N:30])=[CH:25][CH:24]=1.C(=O)([O-])[O-].[Na+].[Na+].[Cl-].[Na+].C(N[C@H](C(O)=O)CS)(=O)C. (6) Given the product [C:44]([Si:31]([C:38]1[CH:39]=[CH:40][CH:41]=[CH:42][CH:43]=1)([C:32]1[CH:33]=[CH:34][CH:35]=[CH:36][CH:37]=1)[O:30][CH2:29][CH2:28][C:24]1[C:23](=[O:48])[N:22]([C:18]2[C:17]([CH3:49])=[CH:16][C:15]([N:11]3[CH2:10][C@H:9]([CH2:8][NH:7][C:56]([C:54]4[S:55][C:51]([Cl:50])=[CH:52][CH:53]=4)=[O:57])[O:13][C:12]3=[O:14])=[CH:20][C:19]=2[CH3:21])[CH:27]=[CH:26][CH:25]=1)([CH3:45])([CH3:46])[CH3:47], predict the reactants needed to synthesize it. The reactants are: O1CCNC1=O.[NH2:7][CH2:8][C@@H:9]1[O:13][C:12](=[O:14])[N:11]([C:15]2[CH:20]=[C:19]([CH3:21])[C:18]([N:22]3[CH:27]=[CH:26][CH:25]=[C:24]([CH2:28][CH2:29][O:30][Si:31]([C:44]([CH3:47])([CH3:46])[CH3:45])([C:38]4[CH:43]=[CH:42][CH:41]=[CH:40][CH:39]=4)[C:32]4[CH:37]=[CH:36][CH:35]=[CH:34][CH:33]=4)[C:23]3=[O:48])=[C:17]([CH3:49])[CH:16]=2)[CH2:10]1.[Cl:50][C:51]1[S:55][C:54]([C:56](Cl)=[O:57])=[CH:53][CH:52]=1. (7) The reactants are: [Cl-].[Li+].[CH:3]([C:5]1[CH:6]=[CH:7][C:8]([O:15][CH3:16])=[C:9]([CH:14]=1)[C:10]([O:12][CH3:13])=[O:11])=O.C(OP([CH2:25][C:26]([O:28][C:29]([CH3:32])([CH3:31])[CH3:30])=[O:27])(OCC)=O)C.N12CCCN=C1CCCCC2. Given the product [C:29]([O:28][C:26](=[O:27])/[CH:25]=[CH:3]/[C:5]1[CH:6]=[CH:7][C:8]([O:15][CH3:16])=[C:9]([CH:14]=1)[C:10]([O:12][CH3:13])=[O:11])([CH3:32])([CH3:31])[CH3:30], predict the reactants needed to synthesize it.